From a dataset of Catalyst prediction with 721,799 reactions and 888 catalyst types from USPTO. Predict which catalyst facilitates the given reaction. (1) Reactant: [CH:1]([O:4][C:5]1[CH:10]=[CH:9][C:8]([S:11](=[O:14])(=[O:13])[NH2:12])=[CH:7][C:6]=1[NH:15][C:16]1[S:17][CH:18]=[C:19]([C:21]2[CH:22]=[CH:23][C:24]([C:27]3[CH2:32][CH2:31][N:30]([C:33]([O:35][C:36]([CH3:39])([CH3:38])[CH3:37])=[O:34])[CH2:29][CH:28]=3)=[N:25][CH:26]=2)[N:20]=1)([CH3:3])[CH3:2].[H][H]. Product: [CH:1]([O:4][C:5]1[CH:10]=[CH:9][C:8]([S:11](=[O:13])(=[O:14])[NH2:12])=[CH:7][C:6]=1[NH:15][C:16]1[S:17][CH:18]=[C:19]([C:21]2[CH:22]=[CH:23][C:24]([CH:27]3[CH2:32][CH2:31][N:30]([C:33]([O:35][C:36]([CH3:38])([CH3:37])[CH3:39])=[O:34])[CH2:29][CH2:28]3)=[N:25][CH:26]=2)[N:20]=1)([CH3:3])[CH3:2]. The catalyst class is: 19. (2) Reactant: [Br:1][C:2]1[CH:3]=[CH:4][C:5]2[O:9][C:8]([C:10](=[O:12])[NH2:11])=[C:7]([NH:13][C:14](=O)[C:15]3[CH:20]=[CH:19][N:18]=[CH:17][C:16]=3[Cl:21])[C:6]=2[CH:23]=1.[OH-].[Na+].Cl. Product: [Br:1][C:2]1[CH:3]=[CH:4][C:5]2[O:9][C:8]3[C:10](=[O:12])[NH:11][C:14]([C:15]4[CH:20]=[CH:19][N:18]=[CH:17][C:16]=4[Cl:21])=[N:13][C:7]=3[C:6]=2[CH:23]=1. The catalyst class is: 40. (3) Reactant: [N+:1]([C:4]1[N:9]=[CH:8][C:7]([CH2:10][C:11]([O:13][CH2:14][CH3:15])=[O:12])=[CH:6][CH:5]=1)([O-])=O. Product: [NH2:1][C:4]1[N:9]=[CH:8][C:7]([CH2:10][C:11]([O:13][CH2:14][CH3:15])=[O:12])=[CH:6][CH:5]=1. The catalyst class is: 19. (4) Reactant: [CH3:1][N:2]1[C:13]2[C:14]3[C:6](=[CH:7][NH:8][C:9]=3[CH:10]=[C:11]([C:15]([O:17][CH3:18])=[O:16])[CH:12]=2)[CH2:5][CH2:4][S:3]1(=[O:20])=[O:19].[H-].[Na+].I[CH2:24][CH3:25]. Product: [CH2:24]([N:8]1[C:9]2[CH:10]=[C:11]([C:15]([O:17][CH3:18])=[O:16])[CH:12]=[C:13]3[N:2]([CH3:1])[S:3](=[O:20])(=[O:19])[CH2:4][CH2:5][C:6]([C:14]=23)=[CH:7]1)[CH3:25]. The catalyst class is: 9.